From a dataset of Reaction yield outcomes from USPTO patents with 853,638 reactions. Predict the reaction yield, written as a fraction of the theoretical maximum amount of product (1.0 means a 100% yield; for example, 0.34 means a 34% yield). (1) The reactants are [OH:1][C@@H:2]1[CH2:6][CH2:5][N:4]([C:7]2[CH:12]=[CH:11][C:10]([S:13]([NH:16][C:17]3[S:18][CH:19]=[CH:20][N:21]=3)(=[O:15])=[O:14])=[CH:9][CH:8]=2)[C:3]1=[O:22].[CH:23](N(CC)C(C)C)([CH3:25])[CH3:24].C(Br)C=C. The catalyst is C(Cl)Cl. The product is [CH2:25]([N:16]([C:17]1[S:18][CH:19]=[CH:20][N:21]=1)[S:13]([C:10]1[CH:11]=[CH:12][C:7]([N:4]2[CH2:5][CH2:6][C@@H:2]([OH:1])[C:3]2=[O:22])=[CH:8][CH:9]=1)(=[O:14])=[O:15])[CH:23]=[CH2:24]. The yield is 0.960. (2) No catalyst specified. The reactants are [CH3:1][O:2][C:3]([C@@H:5]1[C@@H:10]([C:11]([N:13]2[CH2:17][CH2:16][C@H:15]([C:18]3[CH:23]=[CH:22][CH:21]=[CH:20][CH:19]=3)[CH2:14]2)=[O:12])[CH2:9][CH2:8][NH:7][CH2:6]1)=[O:4].C(#N)C.C(N(CC)CC)C.[CH:34]1[CH:39]=[CH:38][C:37]([O:40][C:41](OC2C=CC=CC=2)=[N:42][C:43]#[N:44])=[CH:36][CH:35]=1. The yield is 0.880. The product is [C:43](/[N:42]=[C:41](\[O:40][C:37]1[CH:38]=[CH:39][CH:34]=[CH:35][CH:36]=1)/[N:7]1[CH2:8][CH2:9][C@H:10]([C:11]([N:13]2[CH2:17][CH2:16][C@H:15]([C:18]3[CH:23]=[CH:22][CH:21]=[CH:20][CH:19]=3)[CH2:14]2)=[O:12])[C@@H:5]([C:3]([O:2][CH3:1])=[O:4])[CH2:6]1)#[N:44].